From a dataset of Full USPTO retrosynthesis dataset with 1.9M reactions from patents (1976-2016). Predict the reactants needed to synthesize the given product. (1) The reactants are: Cl.[CH3:2][O:3][C:4](=[O:13])[C:5]1[CH:10]=[C:9]([NH2:11])[CH:8]=[CH:7][C:6]=1[Cl:12].N1C=CC=CC=1.[C:20]1([O:26][C:27](Cl)=[O:28])[CH:25]=[CH:24][CH:23]=[CH:22][CH:21]=1. Given the product [CH3:2][O:3][C:4](=[O:13])[C:5]1[CH:10]=[C:9]([NH:11][C:27]([O:26][C:20]2[CH:25]=[CH:24][CH:23]=[CH:22][CH:21]=2)=[O:28])[CH:8]=[CH:7][C:6]=1[Cl:12], predict the reactants needed to synthesize it. (2) Given the product [F:1][C:2]1[CH:7]=[CH:6][C:5]([C:8]2[C:16]3[C:11](=[CH:12][CH:13]=[C:14]([C:17]4[CH:18]=[CH:28][N:20]=[C:21]([NH2:23])[N:22]=4)[CH:15]=3)[NH:10][N:9]=2)=[CH:4][CH:3]=1, predict the reactants needed to synthesize it. The reactants are: [F:1][C:2]1[CH:7]=[CH:6][C:5]([C:8]2[C:16]3[C:11](=[CH:12][CH:13]=[C:14]([C:17](=O)[CH3:18])[CH:15]=3)[NH:10][N:9]=2)=[CH:4][CH:3]=1.[NH2:20][C:21]([NH2:23])=[NH:22].C[O-].[Na+].F[C:28](F)(F)C(O)=O. (3) Given the product [Br:1][C:2]1[CH:3]=[CH:4][C:5]2[N:11]=[C:12]([CH3:13])[O:8][C:7](=[O:9])[C:6]=2[CH:10]=1, predict the reactants needed to synthesize it. The reactants are: [Br:1][C:2]1[CH:3]=[CH:4][C:5]([NH2:11])=[C:6]([CH:10]=1)[C:7]([OH:9])=[O:8].[C:12](OC(=O)C)(=O)[CH3:13]. (4) The reactants are: [C:1]([O:20][CH3:21])(=[O:19])[CH2:2][CH2:3][CH2:4][CH2:5][CH2:6][CH2:7][CH2:8]/[CH:9]=[CH:10]\CCCCCCCC.CCCCCCCCCCCCCC.C=C. Given the product [CH2:1]=[CH:2][CH2:3][CH2:4][CH2:5][CH2:6][CH2:7][CH2:8][CH2:9][CH3:10].[CH3:21][O:20][C:1](=[O:19])[CH2:2][CH2:3][CH2:4][CH2:5][CH2:6][CH2:7][CH2:8][CH:9]=[CH2:10], predict the reactants needed to synthesize it. (5) Given the product [CH2:16]([N:9]1[C:10]2[C:15](=[CH:14][CH:13]=[CH:12][CH:11]=2)[C:6]([N:5]([CH:23]2[CH2:25][CH2:24]2)[C:2](=[O:4])[CH3:3])=[CH:7][CH:8]1[CH3:26])[C:17]1[CH:22]=[CH:21][CH:20]=[CH:19][CH:18]=1, predict the reactants needed to synthesize it. The reactants are: [Br-].[C:2]([N:5]([CH:23]1[CH2:25][CH2:24]1)[C:6]1[C:15]2[C:10](=[CH:11][CH:12]=[CH:13][CH:14]=2)[N+:9]([CH2:16][C:17]2[CH:22]=[CH:21][CH:20]=[CH:19][CH:18]=2)=[CH:8][CH:7]=1)(=[O:4])[CH3:3].[CH3:26][Mg]Cl.[Cl-].[NH4+]. (6) Given the product [CH:1]1([S:4]([C:7]2[CH:12]=[CH:11][C:10]([CH:13]([C:21]3[NH:25][C:24]([C:26]4[S:27][C:28]([CH:31]([OH:32])[CH2:35][OH:34])=[CH:29][N:30]=4)=[CH:23][CH:22]=3)[CH2:14][CH:15]3[CH2:20][CH2:19][O:18][CH2:17][CH2:16]3)=[CH:9][CH:8]=2)(=[O:5])=[O:6])[CH2:3][CH2:2]1, predict the reactants needed to synthesize it. The reactants are: [CH:1]1([S:4]([C:7]2[CH:12]=[CH:11][C:10]([CH:13]([C:21]3[NH:25][C:24]([C:26]4[S:27][C:28]([CH:31]5[CH2:35][O:34]C(C)(C)[O:32]5)=[CH:29][N:30]=4)=[CH:23][CH:22]=3)[CH2:14][CH:15]3[CH2:20][CH2:19][O:18][CH2:17][CH2:16]3)=[CH:9][CH:8]=2)(=[O:6])=[O:5])[CH2:3][CH2:2]1.Cl.